This data is from Peptide-MHC class II binding affinity with 134,281 pairs from IEDB. The task is: Regression. Given a peptide amino acid sequence and an MHC pseudo amino acid sequence, predict their binding affinity value. This is MHC class II binding data. The binding affinity (normalized) is 0.601. The peptide sequence is FLNFLEANGLNAIDF. The MHC is HLA-DQA10501-DQB10201 with pseudo-sequence HLA-DQA10501-DQB10201.